From a dataset of Forward reaction prediction with 1.9M reactions from USPTO patents (1976-2016). Predict the product of the given reaction. (1) Given the reactants C([O:4][C:5](=[O:31])[NH:6][CH2:7][C@@H:8]1[CH2:12][CH2:11][N:10]([C:13]2[C:22]3[C:17](=[CH:18][C:19]([CH3:23])=[CH:20][CH:21]=3)[N:16]=[C:15]([C:24]3[CH:29]=[CH:28][CH:27]=[CH:26][C:25]=3[OH:30])[N:14]=2)[CH2:9]1)CC.Cl.CCO[CH2:36][CH3:37].[CH2:38](Cl)[Cl:39], predict the reaction product. The product is: [ClH:39].[CH2:38]([N:6]([CH2:7][C@H:8]1[CH2:12][CH2:11][N:10]([C:13]2[C:22]3[C:17](=[CH:18][C:19]([CH3:23])=[CH:20][CH:21]=3)[N:16]=[C:15]([C:24]3[CH:29]=[CH:28][CH:27]=[CH:26][C:25]=3[OH:30])[N:14]=2)[CH2:9]1)[C:5](=[O:31])[OH:4])[CH2:36][CH3:37]. (2) Given the reactants [Cl:1][C:2]1[C:3]([NH:25][C:26]23[C:32]([CH3:34])([CH3:33])[C:29]([CH3:35])([CH2:30][CH2:31]2)[C:28](=[O:36])[CH2:27]3)=[C:4]2[N:10]=[C:9]([C:11]3[CH:16]=[CH:15][C:14]([N:17]4[CH2:22][CH2:21][O:20][CH2:19][CH2:18]4)=[CH:13][C:12]=3[O:23][CH3:24])[NH:8][C:5]2=[N:6][CH:7]=1.C(O)C.[BH4-].[Na+], predict the reaction product. The product is: [Cl:1][C:2]1[C:3]([NH:25][C:26]23[C:32]([CH3:33])([CH3:34])[C:29]([CH3:35])([CH2:30][CH2:31]2)[CH:28]([OH:36])[CH2:27]3)=[C:4]2[N:10]=[C:9]([C:11]3[CH:16]=[CH:15][C:14]([N:17]4[CH2:22][CH2:21][O:20][CH2:19][CH2:18]4)=[CH:13][C:12]=3[O:23][CH3:24])[NH:8][C:5]2=[N:6][CH:7]=1. (3) Given the reactants [F:1][C:2]1[CH:7]=[CH:6][C:5]([O:8][CH3:9])=[CH:4][C:3]=1[C:10]1[CH:15]=[CH:14][C:13]([C:16](OC)=[O:17])=[CH:12][C:11]=1[CH:20]1[CH2:24][CH2:23][CH2:22][CH:21]1[CH3:25].[H-].[H-].[H-].[H-].[Li+].[Al+3], predict the reaction product. The product is: [F:1][C:2]1[CH:7]=[CH:6][C:5]([O:8][CH3:9])=[CH:4][C:3]=1[C:10]1[CH:15]=[CH:14][C:13]([CH2:16][OH:17])=[CH:12][C:11]=1[CH:20]1[CH2:24][CH2:23][CH2:22][CH:21]1[CH3:25]. (4) Given the reactants [C:1]([O:5][C:6]([N:8]1[CH:13]=[CH:12][C:11]([Cl:14])=[CH:10][CH:9]1[CH2:15][CH2:16][CH2:17][CH2:18][CH2:19][CH2:20][CH2:21][CH2:22][CH2:23][CH2:24][CH3:25])=[O:7])([CH3:4])([CH3:3])[CH3:2].[CH2:26]([Li])CCC.IC.O, predict the reaction product. The product is: [C:1]([O:5][C:6]([N:8]1[C:13]([CH3:26])=[CH:12][C:11]([Cl:14])=[CH:10][CH:9]1[CH2:15][CH2:16][CH2:17][CH2:18][CH2:19][CH2:20][CH2:21][CH2:22][CH2:23][CH2:24][CH3:25])=[O:7])([CH3:4])([CH3:3])[CH3:2]. (5) Given the reactants [CH3:1][C:2]1[S:6][C:5]([S:7](Cl)(=[O:9])=[O:8])=[CH:4][CH:3]=1.[CH3:11][O:12][C:13]1[C:14]([NH2:20])=[N:15][CH:16]=[C:17]([CH3:19])[N:18]=1, predict the reaction product. The product is: [CH3:1][C:2]1[S:6][C:5]([S:7]([NH:20][C:14]2[C:13]([O:12][CH3:11])=[N:18][C:17]([CH3:19])=[CH:16][N:15]=2)(=[O:9])=[O:8])=[CH:4][CH:3]=1. (6) Given the reactants Br[C:2]1[N:3]=[CH:4][C:5]([NH:8][C:9]([CH:11]2[CH2:16][CH2:15][CH2:14][CH2:13][CH2:12]2)=[O:10])=[N:6][CH:7]=1.[NH2:17][NH2:18], predict the reaction product. The product is: [NH:17]([C:2]1[N:3]=[CH:4][C:5]([NH:8][C:9]([CH:11]2[CH2:16][CH2:15][CH2:14][CH2:13][CH2:12]2)=[O:10])=[N:6][CH:7]=1)[NH2:18]. (7) Given the reactants [Cl:1][C:2]1[CH:7]=[CH:6][C:5]([C:8]2[C:9]([C:19]3[CH:24]=[CH:23][CH:22]=[CH:21][C:20]=3[Cl:25])=[N:10][N:11]3[C:16](O)=[CH:15][C:14]([CH3:18])=[N:13][C:12]=23)=[CH:4][CH:3]=1.C(N(C(C)C)CC)(C)C.O=P(Cl)(Cl)[Cl:37].C(=O)(O)[O-].[Na+], predict the reaction product. The product is: [Cl:37][C:16]1[N:11]2[N:10]=[C:9]([C:19]3[CH:24]=[CH:23][CH:22]=[CH:21][C:20]=3[Cl:25])[C:8]([C:5]3[CH:6]=[CH:7][C:2]([Cl:1])=[CH:3][CH:4]=3)=[C:12]2[N:13]=[C:14]([CH3:18])[CH:15]=1. (8) Given the reactants [O:1]1[C:6]2[CH:7]=[CH:8][CH:9]=[CH:10][C:5]=2[NH:4][C:3](=[O:11])[CH2:2]1.[Cl:12][CH2:13][CH2:14][CH2:15][CH2:16][C:17](Cl)=[O:18], predict the reaction product. The product is: [Cl:12][CH2:13][CH2:14][CH2:15][CH2:16][C:17]([C:9]1[CH:8]=[CH:7][C:6]2[O:1][CH2:2][C:3](=[O:11])[NH:4][C:5]=2[CH:10]=1)=[O:18]. (9) Given the reactants [Cl:1][C:2]1[CH:25]=[CH:24][C:5]([O:6][C:7]2[CH:12]=[CH:11][C:10]([S:13]([NH:16][C:17]3[S:21][N:20]=[CH:19][N:18]=3)(=[O:15])=[O:14])=[CH:9][C:8]=2[C:22]#[N:23])=[C:4](I)[CH:3]=1.CC1(C)C(C)(C)OB([N:35]2[CH:39]=[CH:38][CH:37]=[N:36]2)O1, predict the reaction product. The product is: [Cl:1][C:2]1[CH:25]=[CH:24][C:5]([O:6][C:7]2[CH:12]=[CH:11][C:10]([S:13]([NH:16][C:17]3[S:21][N:20]=[CH:19][N:18]=3)(=[O:15])=[O:14])=[CH:9][C:8]=2[C:22]#[N:23])=[C:4]([C:38]2[CH:39]=[N:35][NH:36][CH:37]=2)[CH:3]=1. (10) The product is: [Cl:1][C:2]1[CH:7]=[CH:6][CH:5]=[C:4]([F:8])[C:3]=1[N:9]1[CH:20]=[C:19]([CH:21]=[CH2:24])[C:12]2[N:13]=[C:14]([S:17][CH3:18])[N:15]=[CH:16][C:11]=2[C:10]1=[O:23]. Given the reactants [Cl:1][C:2]1[CH:7]=[CH:6][CH:5]=[C:4]([F:8])[C:3]=1[N:9]1[CH:20]=[C:19]([CH:21]=O)[C:12]2[N:13]=[C:14]([S:17][CH3:18])[N:15]=[CH:16][C:11]=2[C:10]1=[O:23].[CH3:24]C(C)([O-])C.[K+], predict the reaction product.